Dataset: Forward reaction prediction with 1.9M reactions from USPTO patents (1976-2016). Task: Predict the product of the given reaction. (1) Given the reactants [N+:1]([C:4]1[CH:5]=[C:6]([CH:10]=[CH:11][C:12]=1[Cl:13])[C:7](Cl)=[O:8])([O-:3])=[O:2].[C:14]1([C:20]2[CH:25]=[CH:24][C:23]([OH:26])=[C:22]([NH2:27])[CH:21]=2)[CH:19]=[CH:18][CH:17]=[CH:16][CH:15]=1, predict the reaction product. The product is: [C:14]1([C:20]2[CH:25]=[CH:24][C:23]([OH:26])=[C:22]([NH:27][C:7](=[O:8])[C:6]3[CH:10]=[CH:11][C:12]([Cl:13])=[C:4]([N+:1]([O-:3])=[O:2])[CH:5]=3)[CH:21]=2)[CH:19]=[CH:18][CH:17]=[CH:16][CH:15]=1. (2) The product is: [CH2:1]([C@H:5]1[C@@H:14]([NH2:15])[CH2:13][CH2:12][C:7]2([O:8][CH2:9][CH2:10][O:11]2)[CH2:6]1)[CH2:2][CH2:3][CH3:4]. Given the reactants [CH:1]([C@H:5]1[C@@H:14]([NH:15]C(=O)[O-])[CH2:13][CH2:12][C:7]2([O:11][CH2:10][CH2:9][O:8]2)[CH2:6]1)=[CH:2][CH2:3][CH3:4], predict the reaction product. (3) Given the reactants [OH:1][C:2]1[CH:7]=[C:6]([CH3:8])O[C:4](=[O:9])[CH:3]=1.[C:10]([NH:17][CH2:18][C:19]1[CH:24]=[CH:23][CH:22]=[C:21]([CH2:25][NH2:26])[CH:20]=1)([O:12][C:13]([CH3:16])([CH3:15])[CH3:14])=[O:11].[OH-].[Na+], predict the reaction product. The product is: [OH:1][C:2]1[CH:7]=[C:6]([CH3:8])[N:26]([CH2:25][C:21]2[CH:20]=[C:19]([CH:24]=[CH:23][CH:22]=2)[CH2:18][NH:17][C:10](=[O:11])[O:12][C:13]([CH3:15])([CH3:16])[CH3:14])[C:4](=[O:9])[CH:3]=1. (4) Given the reactants [NH2:1][C:2]1[N:7]=[CH:6][C:5]([N:8]2[CH2:13][CH2:12][N:11]([C:14]([O:16][C:17]([CH3:20])([CH3:19])[CH3:18])=[O:15])[CH2:10][C:9]2([CH3:22])[CH3:21])=[CH:4][CH:3]=1.Br[C:24]1[C:25](=[O:32])[N:26]([CH3:31])[CH:27]=[C:28]([Br:30])[CH:29]=1.C(=O)([O-])[O-].[Cs+].[Cs+].CC1(C)C2C(=C(P(C3C=CC=CC=3)C3C=CC=CC=3)C=CC=2)OC2C(P(C3C=CC=CC=3)C3C=CC=CC=3)=CC=CC1=2, predict the reaction product. The product is: [Br:30][C:28]1[CH:29]=[C:24]([NH:1][C:2]2[N:7]=[CH:6][C:5]([N:8]3[CH2:13][CH2:12][N:11]([C:14]([O:16][C:17]([CH3:20])([CH3:19])[CH3:18])=[O:15])[CH2:10][C:9]3([CH3:22])[CH3:21])=[CH:4][CH:3]=2)[C:25](=[O:32])[N:26]([CH3:31])[CH:27]=1.